Dataset: Reaction yield outcomes from USPTO patents with 853,638 reactions. Task: Predict the reaction yield, written as a fraction of the theoretical maximum amount of product (1.0 means a 100% yield; for example, 0.34 means a 34% yield). (1) The reactants are [CH:1]1([CH2:4][O:5][C:6]2[N:11]=[C:10]([C:12]([OH:14])=O)[CH:9]=[CH:8][C:7]=2[C:15]2([F:19])[CH2:18][CH2:17][CH2:16]2)[CH2:3][CH2:2]1.[NH2:20][C:21]1([CH2:25][C:26]([NH2:28])=[O:27])[CH2:24][O:23][CH2:22]1.CCN(C(C)C)C(C)C. No catalyst specified. The product is [NH2:28][C:26](=[O:27])[CH2:25][C:21]1([NH:20][C:12]([C:10]2[CH:9]=[CH:8][C:7]([C:15]3([F:19])[CH2:18][CH2:17][CH2:16]3)=[C:6]([O:5][CH2:4][CH:1]3[CH2:2][CH2:3]3)[N:11]=2)=[O:14])[CH2:24][O:23][CH2:22]1. The yield is 0.590. (2) The reactants are [Cl:1][C:2]1[CH:7]=[CH:6][C:5](B(O)O)=[CH:4][CH:3]=1.Br[C:12]1[CH:19]=[CH:18][C:15]([CH:16]=[O:17])=[CH:14][CH:13]=1. The catalyst is C([O-])(=O)C.[Pd+2].C([O-])(=O)C.C(COC)OC. The product is [Cl:1][C:2]1[CH:7]=[CH:6][C:5]([C:12]2[CH:19]=[CH:18][C:15]([CH:16]=[O:17])=[CH:14][CH:13]=2)=[CH:4][CH:3]=1. The yield is 0.940. (3) The reactants are [C:1]([O:5][C:6](=[O:15])[C:7]1[CH:12]=[CH:11][C:10](Br)=[C:9]([CH3:14])[CH:8]=1)([CH3:4])([CH3:3])[CH3:2]. The catalyst is CCOC(C)=O.CO.[Pd]. The product is [C:1]([O:5][C:6](=[O:15])[C:7]1[CH:12]=[CH:11][CH:10]=[C:9]([CH3:14])[CH:8]=1)([CH3:4])([CH3:3])[CH3:2]. The yield is 0.970. (4) The reactants are [CH3:1][S:2]([C:5]1[CH:10]=[CH:9][C:8](NN)=[CH:7][CH:6]=1)(=[O:4])=[O:3].OC1C=C[C:17]2[CH2:18][CH2:19][C:20]3[C:24]([C:16]=2[CH:15]=1)=[N:23][NH:22][C:21]=3[C:25]([O:27][CH2:28][CH3:29])=[O:26]. No catalyst specified. The product is [CH2:21]([N:22]1[C:17]2[CH2:18][CH2:19][C:20]3[C:21]([C:25]([O:27][CH2:28][CH3:29])=[O:26])=[N:22][N:23]([C:8]4[CH:7]=[CH:6][C:5]([S:2]([CH3:1])(=[O:3])=[O:4])=[CH:10][CH:9]=4)[C:24]=3[C:16]=2[CH:15]=[N:23]1)[C:20]1[CH:24]=[CH:16][CH:17]=[CH:18][CH:19]=1. The yield is 0.530. (5) The reactants are [OH:1][CH2:2][C:3]1[CH:8]=[C:7]([CH2:9][OH:10])[CH:6]=[CH:5][C:4]=1[Br:11].OCC1C=CC=[C:16]([CH2:20][OH:21])C=1Br.[CH:23]([O:25][CH2:26][CH3:27])=[CH2:24].C(=O)([O-])[O-].[Na+].[Na+].[C:34]1(C)C=CC=C[CH:35]=1. The catalyst is O.C1(C)C=CC(S(O)(=O)=O)=CC=1. The product is [CH2:23]([O:25][CH2:26][CH2:27][O:1][CH2:2][C:3]1[CH:8]=[C:7]([CH2:9][O:10][CH2:34][CH2:35][O:21][CH2:20][CH3:16])[CH:6]=[CH:5][C:4]=1[Br:11])[CH3:24]. The yield is 0.971.